Task: Predict the reactants needed to synthesize the given product.. Dataset: Full USPTO retrosynthesis dataset with 1.9M reactions from patents (1976-2016) Given the product [CH3:1][O:2][C:3]([C:5]1[CH:6]=[C:7]2[CH:13]=[C:12]([CH:49]([OH:54])[CH2:50][CH:51]([CH3:53])[CH3:52])[N:11]([S:14]([C:17]3[CH:22]=[CH:21][CH:20]=[CH:19][CH:18]=3)(=[O:16])=[O:15])[C:8]2=[N:9][CH:10]=1)=[O:4], predict the reactants needed to synthesize it. The reactants are: [CH3:1][O:2][C:3]([C:5]1[CH:6]=[C:7]2[CH:13]=[CH:12][N:11]([S:14]([C:17]3[CH:22]=[CH:21][CH:20]=[CH:19][CH:18]=3)(=[O:16])=[O:15])[C:8]2=[N:9][CH:10]=1)=[O:4].C([N-]C(C)C)(C)C.[Li+].C([Li])CCC.CCCCCC.C(NC(C)C)(C)C.[CH:49](=[O:54])[CH2:50][CH:51]([CH3:53])[CH3:52].